Dataset: Forward reaction prediction with 1.9M reactions from USPTO patents (1976-2016). Task: Predict the product of the given reaction. (1) Given the reactants [Cl:1][C:2]1[C:7]([N+:8]([O-:10])=[O:9])=[C:6](Cl)[N:5]=[CH:4][N:3]=1.[CH3:12][C:13]1[CH:18]=[CH:17][CH:16]=[CH:15][C:14]=1B(O)O.C(=O)([O-])[O-].[K+].[K+].C(=O)(O)[O-].[Na+], predict the reaction product. The product is: [Cl:1][C:2]1[C:7]([N+:8]([O-:10])=[O:9])=[C:6]([C:14]2[CH:15]=[CH:16][CH:17]=[CH:18][C:13]=2[CH3:12])[N:5]=[CH:4][N:3]=1. (2) Given the reactants [CH3:1][O:2][C:3](=[O:14])[C:4]1[CH:9]=[CH:8][C:7](Cl)=[CH:6][C:5]=1[N+:11]([O-:13])=[O:12].[NH:15]1[CH2:21][CH2:20][CH2:19][C@H:16]1[CH2:17][OH:18].C(N(C(C)C)CC)(C)C.CN1CCCC1=O, predict the reaction product. The product is: [CH3:1][O:2][C:3](=[O:14])[C:4]1[CH:9]=[CH:8][C:7]([N:15]2[CH2:21][CH2:20][CH2:19][CH:16]2[CH2:17][OH:18])=[CH:6][C:5]=1[N+:11]([O-:13])=[O:12]. (3) Given the reactants [Br:1][C:2]1[CH:7]=[CH:6][C:5]([CH:8]2[CH2:12][CH2:11][CH2:10][NH:9]2)=[CH:4][CH:3]=1.[OH:13][CH:14]([C:18]1[CH:23]=[CH:22][C:21]([S:24][CH3:25])=[CH:20][CH:19]=1)[C:15](O)=[O:16], predict the reaction product. The product is: [Br:1][C:2]1[CH:3]=[CH:4][C:5]([CH:8]2[CH2:12][CH2:11][CH2:10][N:9]2[C:15](=[O:16])[CH:14]([OH:13])[C:18]2[CH:19]=[CH:20][C:21]([S:24][CH3:25])=[CH:22][CH:23]=2)=[CH:6][CH:7]=1. (4) Given the reactants CCN(C(C)C)C(C)C.[F:10][C:11]([F:22])([F:21])[C:12]1[CH:20]=[CH:19][C:15]([C:16]([OH:18])=O)=[CH:14][CH:13]=1.C1C=CC2N(O)N=NC=2C=1.CCN=C=NCCCN(C)C.Cl.[O:45]=[C:46]([N:63]1[CH2:68][CH2:67][NH:66][CH2:65][CH2:64]1)[CH2:47][NH:48][C:49]([C:51]1[CH:56]=[CH:55][C:54]([C:57]2[CH:62]=[CH:61][CH:60]=[CH:59][CH:58]=2)=[CH:53][CH:52]=1)=[O:50], predict the reaction product. The product is: [F:21][C:11]([F:10])([F:22])[C:12]1[CH:13]=[CH:14][C:15]([C:16]([N:66]2[CH2:65][CH2:64][N:63]([C:46](=[O:45])[CH2:47][NH:48][C:49]([C:51]3[CH:56]=[CH:55][C:54]([C:57]4[CH:62]=[CH:61][CH:60]=[CH:59][CH:58]=4)=[CH:53][CH:52]=3)=[O:50])[CH2:68][CH2:67]2)=[O:18])=[CH:19][CH:20]=1. (5) Given the reactants [Br:1][C:2]1[C:10]2[O:9][CH2:8][CH:7]([NH:11][C:12]3[CH:25]=[CH:24][C:15]4[C@H:16]([CH2:19][C:20]([O:22][CH3:23])=[O:21])[CH2:17][O:18][C:14]=4[CH:13]=3)[C:6]=2[CH:5]=[CH:4][CH:3]=1.C(N(CC)CC)C.[F:33][C:34]([F:45])([F:44])[C:35](O[C:35](=[O:36])[C:34]([F:45])([F:44])[F:33])=[O:36], predict the reaction product. The product is: [Br:1][C:2]1[C:10]2[O:9][CH2:8][CH:7]([N:11]([C:35](=[O:36])[C:34]([F:45])([F:44])[F:33])[C:12]3[CH:25]=[CH:24][C:15]4[C@H:16]([CH2:19][C:20]([O:22][CH3:23])=[O:21])[CH2:17][O:18][C:14]=4[CH:13]=3)[C:6]=2[CH:5]=[CH:4][CH:3]=1. (6) Given the reactants [CH3:1][O:2][C:3]1[CH:4]=[C:5]2[C:10](=[CH:11][C:12]=1[O:13][CH3:14])[N:9]=[CH:8][N:7]=[C:6]2[O:15][C:16]1[CH:22]=[CH:21][C:19]([NH2:20])=[CH:18][CH:17]=1.[CH3:23][O:24][C:25]1[CH:30]=[CH:29][CH:28]=[CH:27][C:26]=1[N:31]=[C:32]=[O:33].CO, predict the reaction product. The product is: [CH3:1][O:2][C:3]1[CH:4]=[C:5]2[C:10](=[CH:11][C:12]=1[O:13][CH3:14])[N:9]=[CH:8][N:7]=[C:6]2[O:15][C:16]1[CH:22]=[CH:21][C:19]([NH:20][C:32]([NH:31][C:26]2[CH:27]=[CH:28][CH:29]=[CH:30][C:25]=2[O:24][CH3:23])=[O:33])=[CH:18][CH:17]=1. (7) Given the reactants C([O:4][C:5]1[CH:10]=[CH:9][C:8]([CH2:11][S:12]([CH2:15][CH2:16][N:17]2[CH:21]=[CH:20][N:19]=[N:18]2)(=[O:14])=[O:13])=[CH:7][CH:6]=1)C=C.CN1C(=O)CC(=O)N(C)C1=O, predict the reaction product. The product is: [N:17]1([CH2:16][CH2:15][S:12]([CH2:11][C:8]2[CH:7]=[CH:6][C:5]([OH:4])=[CH:10][CH:9]=2)(=[O:14])=[O:13])[CH:21]=[CH:20][N:19]=[N:18]1.